Dataset: Full USPTO retrosynthesis dataset with 1.9M reactions from patents (1976-2016). Task: Predict the reactants needed to synthesize the given product. (1) Given the product [CH:1]1([CH2:6][CH:7]([C:8]2[NH:10][C:11]([C:15](=[O:14])[CH:16]([CH3:18])[CH3:17])=[CH:12][N:13]=2)[C:19]2[CH:24]=[CH:23][C:22]([S:25]([CH3:28])(=[O:27])=[O:26])=[CH:21][CH:20]=2)[CH2:5][CH2:4][CH2:3][CH2:2]1, predict the reactants needed to synthesize it. The reactants are: [CH:1]1([CH2:6][CH:7]([C:19]2[CH:24]=[CH:23][C:22]([S:25]([CH3:28])(=[O:27])=[O:26])=[CH:21][CH:20]=2)[C:8]([NH:10][C:11]2[CH:12]=[N:13][O:14][C:15]=2[CH:16]([CH3:18])[CH3:17])=O)[CH2:5][CH2:4][CH2:3][CH2:2]1. (2) Given the product [F:25][C:22]1[CH:23]=[CH:24][C:19]([CH2:18][C@H:14]([NH:13][C:11]([C:9]2[NH:8][C:5]3=[CH:6][N:7]=[C:2]([Cl:1])[CH:3]=[C:4]3[CH:10]=2)=[O:12])[C:15]([N:30]2[CH2:31][CH:28]([OH:27])[CH2:29]2)=[O:16])=[CH:20][CH:21]=1, predict the reactants needed to synthesize it. The reactants are: [Cl:1][C:2]1[CH:3]=[C:4]2[CH:10]=[C:9]([C:11]([NH:13][C@@H:14]([CH2:18][C:19]3[CH:24]=[CH:23][C:22]([F:25])=[CH:21][CH:20]=3)[C:15](O)=[O:16])=[O:12])[NH:8][C:5]2=[CH:6][N:7]=1.Cl.[OH:27][CH:28]1[CH2:31][NH:30][CH2:29]1.C1C=CC2N(O)N=NC=2C=1.CCN(C(C)C)C(C)C.CCN=C=NCCCN(C)C.